Task: Predict the reactants needed to synthesize the given product.. Dataset: Full USPTO retrosynthesis dataset with 1.9M reactions from patents (1976-2016) (1) Given the product [NH2:11][C:9]1[CH:8]=[C:7]([CH3:12])[N:6]=[C:5]2[S:4][C:3]([CH3:13])=[C:2]([C:23]3[CH:24]=[C:25]([N:29]4[CH2:30][CH2:31][N:32]([C:35]([O:37][C:38]([CH3:41])([CH3:40])[CH3:39])=[O:36])[CH2:33][CH2:34]4)[CH:26]=[CH:27][CH:28]=3)[C:10]=12, predict the reactants needed to synthesize it. The reactants are: Br[C:2]1[C:10]2[C:9]([NH2:11])=[CH:8][C:7]([CH3:12])=[N:6][C:5]=2[S:4][C:3]=1[CH3:13].O.CC1(C)C(C)(C)OB([C:23]2[CH:24]=[C:25]([N:29]3[CH2:34][CH2:33][N:32]([C:35]([O:37][C:38]([CH3:41])([CH3:40])[CH3:39])=[O:36])[CH2:31][CH2:30]3)[CH:26]=[CH:27][CH:28]=2)O1.C(=O)([O-])[O-].[K+].[K+]. (2) Given the product [Cl:16][C:17]1[CH:18]=[C:19]([CH:22]=[CH:23][C:24]=1[O:25][CH:26]1[CH2:31][CH2:30][N:29]([C:32]2[N:33]=[CH:34][C:35]([CH2:38][CH3:39])=[CH:36][N:37]=2)[CH2:28][CH2:27]1)[CH2:20][N:1]1[CH2:4][CH:3]([NH:5][C:6](=[O:15])[O:7][CH2:8][C:9]2[CH:10]=[CH:11][CH:12]=[CH:13][CH:14]=2)[CH2:2]1, predict the reactants needed to synthesize it. The reactants are: [NH:1]1[CH2:4][CH:3]([NH:5][C:6](=[O:15])[O:7][CH2:8][C:9]2[CH:14]=[CH:13][CH:12]=[CH:11][CH:10]=2)[CH2:2]1.[Cl:16][C:17]1[CH:18]=[C:19]([CH:22]=[CH:23][C:24]=1[O:25][CH:26]1[CH2:31][CH2:30][N:29]([C:32]2[N:37]=[CH:36][C:35]([CH2:38][CH3:39])=[CH:34][N:33]=2)[CH2:28][CH2:27]1)[CH:20]=O.